Dataset: Forward reaction prediction with 1.9M reactions from USPTO patents (1976-2016). Task: Predict the product of the given reaction. (1) Given the reactants [H-].[Na+].[CH3:3][O:4][C:5]1[CH:6]=[CH:7][C:8]([C@H:11]2[CH2:13][C@@H:12]2[CH2:14][O:15][C:16]2[C:21]([CH2:22][OH:23])=[CH:20][N:19]=[C:18]([CH3:24])[N:17]=2)=[N:9][CH:10]=1.Cl[C:26]1[CH:31]=[CH:30][CH:29]=[CH:28][N:27]=1, predict the reaction product. The product is: [CH3:3][O:4][C:5]1[CH:6]=[CH:7][C:8]([C@H:11]2[CH2:13][C@@H:12]2[CH2:14][O:15][C:16]2[C:21]([CH2:22][O:23][C:26]3[CH:31]=[CH:30][CH:29]=[CH:28][N:27]=3)=[CH:20][N:19]=[C:18]([CH3:24])[N:17]=2)=[N:9][CH:10]=1. (2) Given the reactants [Cl:1][C:2]1[N:7]=[C:6]([CH2:8][C:9]2[C:14]([Cl:15])=[CH:13][CH:12]=[CH:11][C:10]=2[Cl:16])[N:5]=[C:4]([NH:17][C:18]2[CH:25]=[CH:24][C:21]([C:22]#[N:23])=[CH:20][CH:19]=2)[N:3]=1.C[Si](C)(C)[O:28][NH2:29], predict the reaction product. The product is: [OH2:28].[ClH:1].[Cl:16][C:10]1[CH:11]=[CH:12][CH:13]=[C:14]([Cl:15])[C:9]=1[CH2:8][C:6]1[N:7]=[C:2]([NH:29][OH:28])[N:3]=[C:4]([NH:17][C:18]2[CH:25]=[CH:24][C:21]([C:22]#[N:23])=[CH:20][CH:19]=2)[N:5]=1. (3) The product is: [OH:4][C@H:5]1[CH2:10][CH2:9][C@@:8]([C@H:12]2[CH2:20][CH2:19][C@@:18]3([CH3:21])[C@@H:14]([CH2:15][CH2:16][C:17]3=[CH2:22])[C@@H:13]2[CH2:23][NH:24][C:49](=[O:54])[CH2:50][CH2:51][CH2:52][CH3:53])([CH3:11])[C@@H:7]([CH2:25][OH:26])[CH2:6]1. Given the reactants C([O:4][C@H:5]1[CH2:10][CH2:9][C@@:8]([C@H:12]2[CH2:20][CH2:19][C@@:18]3([CH3:21])[C@@H:14]([CH2:15][CH2:16][C:17]3=[CH2:22])[C@@H:13]2[CH2:23][NH2:24])([CH3:11])[C@@H:7]([CH2:25][OH:26])[CH2:6]1)(=O)C.F[B-](F)(F)F.N1(OC(N(C)C)=[N+](C)C)C2C=CC=CC=2N=N1.[C:49](O)(=[O:54])[CH2:50][CH2:51][CH2:52][CH3:53].C(N(CC)C(C)C)(C)C, predict the reaction product.